This data is from Forward reaction prediction with 1.9M reactions from USPTO patents (1976-2016). The task is: Predict the product of the given reaction. Given the reactants [Cl:1][C:2]1[CH:3]=[C:4]([CH:19]=[CH:20][C:21]=1[Cl:22])[CH2:5][N:6]1[CH2:11][CH2:10][N:9]([C:12]2[CH:17]=[CH:16][CH:15]=[CH:14][C:13]=2[NH2:18])[CH2:8][CH2:7]1.[Cl:23][C:24]1[CH:32]=[CH:31][C:27]([C:28](Cl)=[O:29])=[CH:26][CH:25]=1.[CH2:33](N(CC)CC)C, predict the reaction product. The product is: [Cl:23][C:24]1([CH3:33])[CH:32]=[CH:31][C:27]([C:28]([NH:18][C:13]2[CH:14]=[CH:15][CH:16]=[CH:17][C:12]=2[N:9]2[CH2:8][CH2:7][N:6]([CH2:5][C:4]3[CH:19]=[CH:20][C:21]([Cl:22])=[C:2]([Cl:1])[CH:3]=3)[CH2:11][CH2:10]2)=[O:29])=[CH:26][CH2:25]1.